From a dataset of Reaction yield outcomes from USPTO patents with 853,638 reactions. Predict the reaction yield, written as a fraction of the theoretical maximum amount of product (1.0 means a 100% yield; for example, 0.34 means a 34% yield). (1) The reactants are [Cl:1][C:2]1[C:14]([Cl:15])=[CH:13][CH:12]=[C:11]2[C:3]=1[C:4]1[CH2:5][CH2:6][CH2:7][C:8](=[O:23])[C:9]=1[N:10]2C(OC(C)(C)C)=O.C(O)(C(F)(F)F)=O.C([O-])(O)=O.[Na+]. The catalyst is C(Cl)Cl. The product is [Cl:1][C:2]1[C:14]([Cl:15])=[CH:13][CH:12]=[C:11]2[C:3]=1[C:4]1[CH2:5][CH2:6][CH2:7][C:8](=[O:23])[C:9]=1[NH:10]2. The yield is 0.700. (2) The reactants are [NH2:1][C:2]1[CH2:7][O:6][CH2:5][C:4]([C:9]2[CH:10]=[C:11]([NH:16][C:17](=O)[C:18]3[CH:23]=[CH:22][C:21]([Cl:24])=[CH:20][CH:19]=3)[CH:12]=[CH:13][C:14]=2[F:15])([CH3:8])[N:3]=1.COC1C=CC(P2(SP(C3C=CC(OC)=CC=3)(=S)S2)=[S:35])=CC=1. The catalyst is COCCOC. The product is [NH2:1][C:2]1[CH2:7][O:6][CH2:5][C:4]([C:9]2[CH:10]=[C:11]([NH:16][C:17](=[S:35])[C:18]3[CH:23]=[CH:22][C:21]([Cl:24])=[CH:20][CH:19]=3)[CH:12]=[CH:13][C:14]=2[F:15])([CH3:8])[N:3]=1. The yield is 0.100. (3) The reactants are [CH:1]([C:4]1[O:5][CH:6]=[C:7]([C:9]2[CH:14]=[CH:13][CH:12]=[C:11]([N+:15]([O-])=O)[CH:10]=2)[N:8]=1)([CH3:3])[CH3:2].[Cl-].[NH4+]. The catalyst is C(O)C.[Zn]. The product is [CH:1]([C:4]1[O:5][CH:6]=[C:7]([C:9]2[CH:10]=[C:11]([CH:12]=[CH:13][CH:14]=2)[NH2:15])[N:8]=1)([CH3:3])[CH3:2]. The yield is 0.980. (4) The reactants are [Cl:1][C:2]1[CH:7]=[CH:6][CH:5]=[CH:4][C:3]=1[C:8]1[C:16]2[C:11](=[CH:12][CH:13]=[CH:14][CH:15]=2)[NH:10][C:9]=1[C:17]([NH:19][NH2:20])=[O:18].[NH:21]1[CH:25]=[CH:24][N:23]=[C:22]1[CH:26]=O. The catalyst is C(O)C. The product is [Cl:1][C:2]1[CH:7]=[CH:6][CH:5]=[CH:4][C:3]=1[C:8]1[C:16]2[C:11](=[CH:12][CH:13]=[CH:14][CH:15]=2)[NH:10][C:9]=1[C:17]([NH:19][N:20]=[CH:26][C:22]1[NH:21][CH:25]=[CH:24][N:23]=1)=[O:18]. The yield is 0.617. (5) The reactants are Br[C:2]1[CH:19]=[CH:18][C:17]([Cl:20])=[CH:16][C:3]=1[O:4][CH2:5][CH2:6][N:7]1[CH:11]=[N:10][C:9]([C:12]([O:14][CH3:15])=[O:13])=[N:8]1.C(#N)C.C(=O)([O-])[O-].[Cs+].[Cs+]. The catalyst is [Cl-].C([N+](CC)(CC)CC)C.C([O-])(=O)C.[Pd+2].C([O-])(=O)C.[Cu]I. The product is [CH3:15][O:14][C:12]([C:9]1[N:10]=[C:11]2[N:7]([CH2:6][CH2:5][O:4][C:3]3[CH:16]=[C:17]([Cl:20])[CH:18]=[CH:19][C:2]=32)[N:8]=1)=[O:13]. The yield is 0.150. (6) The reactants are C(C1C(C(O)=O)C(=O)CO1)(C)(C)C.[O:14]=[C:15]1[CH2:19][O:18][CH2:17][CH:16]1[C:20]([O:22][C:23]([CH3:26])([CH3:25])[CH3:24])=[O:21].[BH4-].[Na+]. The catalyst is C(O)(C)C. The product is [OH:14][CH:15]1[CH2:19][O:18][CH2:17][CH:16]1[C:20]([O:22][C:23]([CH3:26])([CH3:25])[CH3:24])=[O:21]. The yield is 0.866. (7) The reactants are [CH3:1][C:2]1[NH:3][C:4]([CH3:24])=[C:5]([C:20]([O:22][CH3:23])=[O:21])[CH:6]([C@H:12]2[CH2:16][CH2:15][C@@H:14]([C:17](O)=[O:18])[CH2:13]2)[C:7]=1[C:8]([O:10][CH3:11])=[O:9].[CH:25]1([N:31]2[CH2:36][CH2:35][N:34]([CH2:37][CH2:38][CH2:39][NH2:40])[CH2:33][CH2:32]2)[CH2:30][CH2:29][CH2:28][CH2:27][CH2:26]1. No catalyst specified. The product is [CH3:1][C:2]1[NH:3][C:4]([CH3:24])=[C:5]([C:20]([O:22][CH3:23])=[O:21])[CH:6]([C@H:12]2[CH2:16][CH2:15][C@@H:14]([C:17]([NH:40][CH2:39][CH2:38][CH2:37][N:34]3[CH2:33][CH2:32][N:31]([CH:25]4[CH2:30][CH2:29][CH2:28][CH2:27][CH2:26]4)[CH2:36][CH2:35]3)=[O:18])[CH2:13]2)[C:7]=1[C:8]([O:10][CH3:11])=[O:9]. The yield is 0.390. (8) The reactants are [C:1]([C:3]1[C:12]2[C:7](=[CH:8][CH:9]=[CH:10][CH:11]=2)[C:6](F)=[CH:5][CH:4]=1)#[N:2].[NH:14]1[CH2:19][CH:18]=[CH:17][CH2:16][CH2:15]1. No catalyst specified. The product is [N:14]1([C:6]2[C:7]3[C:12](=[CH:11][CH:10]=[CH:9][CH:8]=3)[C:3]([C:1]#[N:2])=[CH:4][CH:5]=2)[CH2:15][CH:16]=[CH:17][CH2:18][CH2:19]1. The yield is 0.260. (9) The product is [CH2:10]([NH:6][CH2:5][CH:4]([O:7][CH2:8][CH3:9])[O:3][CH2:1][CH3:2])[C:11]1[CH:16]=[CH:15][CH:14]=[CH:13][CH:12]=1. The yield is 0.420. The reactants are [CH2:1]([O:3][CH:4]([O:7][CH2:8][CH3:9])[CH2:5][NH2:6])[CH3:2].[CH:10](=O)[C:11]1[CH:16]=[CH:15][CH:14]=[CH:13][CH:12]=1. No catalyst specified.